This data is from Forward reaction prediction with 1.9M reactions from USPTO patents (1976-2016). The task is: Predict the product of the given reaction. (1) Given the reactants [Br:1][C:2]1[CH:7]=[CH:6][C:5]([C:8](=[CH2:13])[C:9]([O:11][CH3:12])=[O:10])=[CH:4][CH:3]=1.[CH2:14]([NH2:21])[C:15]1[CH:20]=[CH:19][CH:18]=[CH:17][CH:16]=1, predict the reaction product. The product is: [CH2:14]([NH:21][CH2:13][CH:8]([C:5]1[CH:4]=[CH:3][C:2]([Br:1])=[CH:7][CH:6]=1)[C:9]([O:11][CH3:12])=[O:10])[C:15]1[CH:20]=[CH:19][CH:18]=[CH:17][CH:16]=1. (2) Given the reactants [CH3:1][O:2][C:3]([N:5]1[CH2:10][CH2:9][CH:8](C(O)=O)[CH2:7][CH:6]1[C:14]1[CH:19]=[CH:18][C:17]([S:20]([CH3:23])(=[O:22])=[O:21])=[CH:16][CH:15]=1)=[O:4].N1(C(N2C=CN=C2)=O)C=CN=C1.[CH2:36]([O:38][C:39](=[O:44])[CH2:40][C:41]([O-:43])=[O:42])[CH3:37].[K+].[Cl-].[Mg+2].[Cl-].Cl, predict the reaction product. The product is: [CH2:36]([O:38][C:39](=[O:44])[CH2:40][C:41]([C@H:8]1[CH2:9][CH2:10][N:5]([C:3]([O:2][CH3:1])=[O:4])[C@@H:6]([C:14]2[CH:15]=[CH:16][C:17]([S:20]([CH3:23])(=[O:22])=[O:21])=[CH:18][CH:19]=2)[CH2:7]1)=[O:42])[CH3:37].[CH2:36]([O:38][C:39](=[O:44])[CH2:40][C:41]([C@@H:8]1[CH2:9][CH2:10][N:5]([C:3]([O:2][CH3:1])=[O:4])[C@@H:6]([C:14]2[CH:15]=[CH:16][C:17]([S:20]([CH3:23])(=[O:21])=[O:22])=[CH:18][CH:19]=2)[CH2:7]1)=[O:43])[CH3:37]. (3) Given the reactants Br[C:2]1[CH:3]=[C:4]2[C:9](=[CH:10][CH:11]=1)[CH:8]=[C:7]([C:12]([O:14][CH3:15])=[O:13])[CH:6]=[CH:5]2.C(=O)([O-])[O-].[K+].[K+].O.B1(C=C)OB([CH:29]=[CH2:30])OB(C=C)O1.C1C=CN=CC=1, predict the reaction product. The product is: [CH:29]([C:2]1[CH:11]=[CH:10][C:9]2[C:4](=[CH:5][CH:6]=[C:7]([C:12]([O:14][CH3:15])=[O:13])[CH:8]=2)[CH:3]=1)=[CH2:30]. (4) Given the reactants [K+].[Br-].CC1[S:8]C=C(/C=C/[C@H]2OC(=O)C[C@H](O)C(C)(C)C(=O)[C@H](C)[C@@H](O)[C@@H](C)CCC[C@H]3O[C@H]3C2)N=1.[CH3:36][C:37]1O[CH:40]=[C:39](/[CH:42]=[C:43](/[C@H:45]2[O:62][C:60](=[O:61])[CH2:59][C@H:58]([OH:63])[C:57]([CH3:65])([CH3:64])[C:55](=[O:56])[C@H:54]([CH3:66])[C@@H:53]([OH:67])[C@@H:52]([CH3:68])[CH2:51][CH2:50][CH2:49][C:48]([CH3:69])=[CH:47][CH2:46]2)\[CH3:44])[N:38]=1.CC1OC=C(/C=C(/[C@H]2OC(=O)C[C@H](O)C(C)(C)C(=O)[C@H](C)[C@@H](O)[C@@H](C)CCC[C@H]3O[C@H]3C2)\C)N=1.CC1SC=C(/C=C(/[C@H]2OC(=O)C[C@H](O)C(C)(C)C(=O)C[C@@H](O)[C@@H](C)CCCC=CC2)\C)N=1, predict the reaction product. The product is: [CH3:36][C:37]1[S:8][CH:40]=[C:39](/[CH:42]=[C:43](/[C@H:45]2[O:62][C:60](=[O:61])[CH2:59][C@H:58]([OH:63])[C:57]([CH3:65])([CH3:64])[C:55](=[O:56])[C@H:54]([CH3:66])[C@@H:53]([OH:67])[C:52]([CH3:68])=[CH:51][CH2:50][CH2:49][C:48]([CH3:69])=[CH:47][CH2:46]2)\[CH3:44])[N:38]=1. (5) Given the reactants [Cl:1][C:2]1[C:13]([CH:14]=O)=[CH:12][CH:11]=[CH:10][C:3]=1[O:4][CH:5]([CH2:8][CH3:9])[C:6]#[N:7].[C:16]([O-:19])([O-])=O.[K+].[K+].O.[CH3:23]O, predict the reaction product. The product is: [CH3:16][O:19][C:6](=[NH:7])[CH:5]([O:4][C:3]1[CH:10]=[CH:11][CH:12]=[C:13]([C:14]#[CH:23])[C:2]=1[Cl:1])[CH2:8][CH3:9]. (6) Given the reactants [C:1]([O:4]C(=O)C)(=O)[CH3:2].[F:8][C:9]1[CH:10]=[C:11]([CH:13]=[CH:14][C:15]=1[O:16][CH3:17])[NH2:12].[N+:18]([O-])([OH:20])=[O:19], predict the reaction product. The product is: [F:8][C:9]1[C:15]([O:16][CH3:17])=[CH:14][C:13]([N+:18]([O-:20])=[O:19])=[C:11]([NH:12][C:1](=[O:4])[CH3:2])[CH:10]=1. (7) Given the reactants F[C:2]1[CH:7]=[CH:6][C:5]([N+:8]([O-:10])=[O:9])=[CH:4][CH:3]=1.[CH3:11][C@H:12]1[O:17][C@@H:16]([CH3:18])[CH2:15][NH:14][CH2:13]1.C(=O)([O-])[O-].[K+].[K+], predict the reaction product. The product is: [CH3:18][C@H:16]1[O:17][C@@H:12]([CH3:11])[CH2:13][N:14]([C:2]2[CH:7]=[CH:6][C:5]([N+:8]([O-:10])=[O:9])=[CH:4][CH:3]=2)[CH2:15]1. (8) Given the reactants [CH2:1]([C@@H:3]1[CH2:8][CH2:7][C@H:6]([O:9][C:10]2[CH:11]=[C:12]3[C:17](=[CH:18][CH:19]=2)[CH:16]=[C:15]([CH2:20][N:21]2[CH2:26][CH2:25][CH:24]([C:27]([O:29]CC)=[O:28])[CH2:23][CH2:22]2)[CH:14]=[CH:13]3)[CH2:5][CH2:4]1)[CH3:2].[OH-].[Na+], predict the reaction product. The product is: [CH2:1]([C@@H:3]1[CH2:4][CH2:5][C@H:6]([O:9][C:10]2[CH:11]=[C:12]3[C:17](=[CH:18][CH:19]=2)[CH:16]=[C:15]([CH2:20][N:21]2[CH2:22][CH2:23][CH:24]([C:27]([OH:29])=[O:28])[CH2:25][CH2:26]2)[CH:14]=[CH:13]3)[CH2:7][CH2:8]1)[CH3:2]. (9) Given the reactants N1C=CC=CC=1S[C:8](=[O:27])[CH2:9][C:10]1[N:14]2[CH:15]=[C:16]([CH3:19])[CH:17]=[CH:18][C:13]2=[N:12][C:11]=1[C:20]1[CH:25]=[CH:24][C:23]([CH3:26])=[CH:22][CH:21]=1.[Cl:28][C:29]1[CH:34]=[CH:33][C:32]([Mg]Br)=[CH:31][CH:30]=1, predict the reaction product. The product is: [Cl:28][C:29]1[CH:34]=[CH:33][C:32]([C:8](=[O:27])[CH2:9][C:10]2[N:14]3[CH:15]=[C:16]([CH3:19])[CH:17]=[CH:18][C:13]3=[N:12][C:11]=2[C:20]2[CH:21]=[CH:22][C:23]([CH3:26])=[CH:24][CH:25]=2)=[CH:31][CH:30]=1. (10) The product is: [NH2:1][C:4]1[C:5]([N:10]2[CH2:15][CH2:14][CH:13]([C:16]([OH:18])=[O:17])[CH2:12][CH2:11]2)=[N:6][CH:7]=[CH:8][CH:9]=1. Given the reactants [N+:1]([C:4]1[C:5]([N:10]2[CH2:15][CH2:14][CH:13]([C:16]([OH:18])=[O:17])[CH2:12][CH2:11]2)=[N:6][CH:7]=[CH:8][CH:9]=1)([O-])=O.[Sn](Cl)Cl, predict the reaction product.